Task: Binary Classification. Given a miRNA mature sequence and a target amino acid sequence, predict their likelihood of interaction.. Dataset: Experimentally validated miRNA-target interactions with 360,000+ pairs, plus equal number of negative samples (1) The miRNA is rno-miR-292-5p with sequence ACUCAAACUGGGGGCUCUUUUG. The protein sequence of the target gene is MAPITTSRVEFDEIPTVVGIFSAFGLVFTVSLFAWICCQRRSAKSNKTPPYKFVHVLKGVDIYPENLSSKKKFGGDDKSEAKRKAALPNLSLHLDLEKRDLNGNFPKTNPKAGSSSDLENVTPKLFPETEKEAVSPESLKSSTSLTSEEKQEKLGTLFLSLEYNFEKKAFVVNIKEAQGLPAMDEQSMTSDPYIKMTILPEKKHKVKTRVLRKTLDPVFDETFTFYGVPYPHIQELSLHFTVLSFDRFSRDDVIGEVLVPLSGIELSDGKMLMTREIIKRNAKKSSGRGELLVSLCYQST.... Result: 1 (interaction). (2) The miRNA is cel-miR-1820-5p with sequence UUUUGAUUGUUUUUCGAUGAUGUUCG. The protein sequence of the target gene is MLGPGQVRLRPRVWRDKAGGRVADGASGLPPARGSWRETGTGRALGASSPPRPAQGSSSPGIQSGPSSRPGSPRGAEQAGTPRPRLSLGISQATGSAARWRTRRTGKGLGYNSDEIRPRTLLIEHLMEGGRRDHHTMTVLWGTQEIIVAEFHKKIKEAFEVFDHESNNTVDVREIGTIIRSLGCCPTEGELHDLIAEVEEEEPTGYIRFEKFLPVMTEILLERKYRPIPEDVLLRAFEVLDSAKRGFLTKDELIKYMTEEDGVSLRRPG. Result: 0 (no interaction).